Dataset: HIV replication inhibition screening data with 41,000+ compounds from the AIDS Antiviral Screen. Task: Binary Classification. Given a drug SMILES string, predict its activity (active/inactive) in a high-throughput screening assay against a specified biological target. (1) The drug is CC1(C)CC(=O)C2=C(C1)OC1=C(C(=O)CC(C)(C)C1)C2C(O)C(O)C(O)CO. The result is 0 (inactive). (2) The molecule is Clc1ccc2c(NCCCCN3OC3c3ccccc3)ccnc2c1. The result is 0 (inactive). (3) The molecule is O=C(Nc1cccc(Cc2cccc(NC(=O)c3ccccc3)c2)c1)c1ccccc1. The result is 0 (inactive). (4) The molecule is CC(C)=CCCC(C)=CCCC(C)=CC1CCC(=O)C1(C)C. The result is 0 (inactive). (5) The drug is Cc1cc(=O)oc2c(CNC(CC(C)C)C(=O)O)c(O)ccc12. The result is 0 (inactive). (6) The compound is CC(=O)CC1CCC(=O)CCC(=O)OC(CC(C)=O)CCC(=O)CCC(=O)O1. The result is 1 (active). (7) The drug is CN(N=O)C(=O)NC(CCCCNC(=O)OCc1ccccc1)C(=O)OCc1ccccc1. The result is 0 (inactive).